Task: Regression. Given a peptide amino acid sequence and an MHC pseudo amino acid sequence, predict their binding affinity value. This is MHC class I binding data.. Dataset: Peptide-MHC class I binding affinity with 185,985 pairs from IEDB/IMGT (1) The peptide sequence is QGENPTWKQW. The MHC is Mamu-B52 with pseudo-sequence Mamu-B52. The binding affinity (normalized) is 0.602. (2) The peptide sequence is EISTNIRQAGVQYSR. The MHC is HLA-B07:02 with pseudo-sequence HLA-B07:02. The binding affinity (normalized) is 0. (3) The peptide sequence is CQITRRDWSF. The MHC is HLA-A26:01 with pseudo-sequence HLA-A26:01. The binding affinity (normalized) is 0.408. (4) The peptide sequence is SWFITQRNF. The MHC is HLA-A01:01 with pseudo-sequence HLA-A01:01. The binding affinity (normalized) is 0. (5) The peptide sequence is KKPRNFPM. The MHC is Mamu-B08 with pseudo-sequence Mamu-B08. The binding affinity (normalized) is 0.164. (6) The peptide sequence is VRRAIRGEQLL. The MHC is Mamu-B08 with pseudo-sequence Mamu-B08. The binding affinity (normalized) is 0.516. (7) The peptide sequence is SAMVQVHSQ. The MHC is HLA-A02:01 with pseudo-sequence HLA-A02:01. The binding affinity (normalized) is 0. (8) The peptide sequence is NAVYQCRKLR. The MHC is HLA-A33:01 with pseudo-sequence HLA-A33:01. The binding affinity (normalized) is 0.191. (9) The peptide sequence is ITLIFILL. The MHC is H-2-Db with pseudo-sequence H-2-Db. The binding affinity (normalized) is 0.269. (10) The peptide sequence is FVNEKYCII. The MHC is HLA-A02:03 with pseudo-sequence HLA-A02:03. The binding affinity (normalized) is 0.497.